From a dataset of Peptide-MHC class II binding affinity with 134,281 pairs from IEDB. Regression. Given a peptide amino acid sequence and an MHC pseudo amino acid sequence, predict their binding affinity value. This is MHC class II binding data. (1) The peptide sequence is AAVDKDAVIVAAAGN. The MHC is HLA-DPA10201-DPB10501 with pseudo-sequence HLA-DPA10201-DPB10501. The binding affinity (normalized) is 0.230. (2) The peptide sequence is LMAFTAAVTS. The MHC is DRB1_0405 with pseudo-sequence DRB1_0405. The binding affinity (normalized) is 0.405.